From a dataset of TCR-epitope binding with 47,182 pairs between 192 epitopes and 23,139 TCRs. Binary Classification. Given a T-cell receptor sequence (or CDR3 region) and an epitope sequence, predict whether binding occurs between them. The epitope is GTSGSPIVNR. The TCR CDR3 sequence is CASSPGTDEAFF. Result: 1 (the TCR binds to the epitope).